From a dataset of Merck oncology drug combination screen with 23,052 pairs across 39 cell lines. Regression. Given two drug SMILES strings and cell line genomic features, predict the synergy score measuring deviation from expected non-interaction effect. (1) Drug 1: CCC1(O)CC2CN(CCc3c([nH]c4ccccc34)C(C(=O)OC)(c3cc4c(cc3OC)N(C)C3C(O)(C(=O)OC)C(OC(C)=O)C5(CC)C=CCN6CCC43C65)C2)C1. Drug 2: NC1(c2ccc(-c3nc4ccn5c(=O)[nH]nc5c4cc3-c3ccccc3)cc2)CCC1. Cell line: DLD1. Synergy scores: synergy=15.1. (2) Drug 2: NC1CCCCC1N.O=C(O)C(=O)O.[Pt+2]. Cell line: A427. Drug 1: NC1(c2ccc(-c3nc4ccn5c(=O)[nH]nc5c4cc3-c3ccccc3)cc2)CCC1. Synergy scores: synergy=-17.8. (3) Drug 1: C=CCn1c(=O)c2cnc(Nc3ccc(N4CCN(C)CC4)cc3)nc2n1-c1cccc(C(C)(C)O)n1. Drug 2: NC1CCCCC1N.O=C(O)C(=O)O.[Pt+2]. Cell line: ES2. Synergy scores: synergy=-7.97. (4) Drug 1: CN(Cc1cnc2nc(N)nc(N)c2n1)c1ccc(C(=O)NC(CCC(=O)O)C(=O)O)cc1. Drug 2: O=C(O)C1(Cc2cccc(Nc3nccs3)n2)CCC(Oc2cccc(Cl)c2F)CC1. Cell line: EFM192B. Synergy scores: synergy=-8.82.